Dataset: Forward reaction prediction with 1.9M reactions from USPTO patents (1976-2016). Task: Predict the product of the given reaction. (1) Given the reactants [N+:1]([C:4]1[CH:9]=[CH:8][CH:7]=[CH:6][C:5]=1[C:10]1[CH:15]=[CH:14][CH:13]=[CH:12][CH:11]=1)([O-])=O, predict the reaction product. The product is: [C:5]1([C:10]2[CH:11]=[CH:12][CH:13]=[CH:14][CH:15]=2)[C:4]([NH2:1])=[CH:9][CH:8]=[CH:7][CH:6]=1. (2) The product is: [Br:5][C:6]1[CH:7]=[C:8]2[C:13](=[CH:14][CH:15]=1)[O:12][C:11]([CH3:16])([CH3:17])[CH2:10][C:9]2([CH3:1])[OH:18]. Given the reactants [CH3:1][Al](C)C.[Br:5][C:6]1[CH:7]=[C:8]2[C:13](=[CH:14][CH:15]=1)[O:12][C:11]([CH3:17])([CH3:16])[CH2:10][C:9]2=[O:18], predict the reaction product.